Dataset: Full USPTO retrosynthesis dataset with 1.9M reactions from patents (1976-2016). Task: Predict the reactants needed to synthesize the given product. (1) Given the product [P:29]([OH:28])([OH:35])([O:25][CH2:24][C@@:2]1([NH2:1])[CH2:6][CH2:5][C@H:4]([C:7]2[CH:23]=[CH:22][C:10]3[O:11][C@H:12]([CH2:15][O:16][CH2:17][CH2:18][CH2:19][CH2:20][CH3:21])[CH2:13][O:14][C:9]=3[CH:8]=2)[CH2:3]1)=[O:30], predict the reactants needed to synthesize it. The reactants are: [NH2:1][C@:2]1([CH2:24][OH:25])[CH2:6][CH2:5][C@H:4]([C:7]2[CH:23]=[CH:22][C:10]3[O:11][C@H:12]([CH2:15][O:16][CH2:17][CH2:18][CH2:19][CH2:20][CH3:21])[CH2:13][O:14][C:9]=3[CH:8]=2)[CH2:3]1.P(Cl)(Cl)([O:28][P:29](Cl)(Cl)=[O:30])=O.[OH2:35]. (2) Given the product [CH2:1]([C:3]1[CH:8]=[C:7]([CH:6]=[CH:5][C:4]=1[N:12]1[CH2:16][CH2:15][CH2:14][CH2:13]1)[NH2:9])[CH3:2], predict the reactants needed to synthesize it. The reactants are: [CH2:1]([C:3]1[CH:8]=[C:7]([N+:9]([O-])=O)[CH:6]=[CH:5][C:4]=1[N:12]1[CH2:16][CH2:15][CH2:14][CH2:13]1)[CH3:2]. (3) Given the product [CH:1]([C:3]1[CH:8]=[CH:7][CH:6]=[CH:5][C:4]=1[C:9]1[CH:14]=[CH:13][C:12]([CH3:15])=[CH:11][CH:10]=1)=[O:17], predict the reactants needed to synthesize it. The reactants are: [C:1]([C:3]1[CH:8]=[CH:7][CH:6]=[CH:5][C:4]=1[C:9]1[CH:14]=[CH:13][C:12]([CH3:15])=[CH:11][CH:10]=1)#N.C(O)=[O:17]. (4) The reactants are: [C:1]([C:11]1[CH:31]=[CH:30][C:14]([CH2:15][NH:16][C:17]2[CH:29]=[CH:28][C:20]3[O:21][C:22]([CH3:27])([CH3:26])[O:23][C:24](=[O:25])[C:19]=3[CH:18]=2)=[CH:13][CH:12]=1)#[C:2][CH2:3][CH2:4][CH2:5][CH2:6][CH2:7][CH2:8][CH2:9][CH3:10].[F:32][C:33]([F:46])([F:45])[C:34]1[CH:35]=[C:36](/[CH:40]=[CH:41]/[C:42](Cl)=[O:43])[CH:37]=[CH:38][CH:39]=1. Given the product [C:1]([C:11]1[CH:31]=[CH:30][C:14]([CH2:15][N:16]([C:17]2[CH:29]=[CH:28][C:20]3[O:21][C:22]([CH3:26])([CH3:27])[O:23][C:24](=[O:25])[C:19]=3[CH:18]=2)[C:42](=[O:43])/[CH:41]=[CH:40]/[C:36]2[CH:37]=[CH:38][CH:39]=[C:34]([C:33]([F:45])([F:46])[F:32])[CH:35]=2)=[CH:13][CH:12]=1)#[C:2][CH2:3][CH2:4][CH2:5][CH2:6][CH2:7][CH2:8][CH2:9][CH3:10], predict the reactants needed to synthesize it. (5) The reactants are: Br.Br[CH2:3][CH2:4][CH:5]([NH2:13])[C:6]1[CH:11]=[CH:10][C:9]([F:12])=[CH:8][CH:7]=1.[S:14]([O-:17])([O-:16])=[O:15].[Na+].[Na+]. Given the product [NH2:13][CH:5]([C:6]1[CH:11]=[CH:10][C:9]([F:12])=[CH:8][CH:7]=1)[CH2:4][CH2:3][S:14]([OH:17])(=[O:16])=[O:15], predict the reactants needed to synthesize it. (6) Given the product [OH:5][C:6]1[CH:23]=[CH:22][C:9]2[N:10]=[C:11]([C:13]3[CH:14]=[C:15]([CH:19]=[CH:20][CH:21]=3)[C:16]([O:18][CH3:24])=[O:17])[S:12][C:8]=2[CH:7]=1, predict the reactants needed to synthesize it. The reactants are: S(Cl)(Cl)=O.[OH:5][C:6]1[CH:23]=[CH:22][C:9]2[N:10]=[C:11]([C:13]3[CH:14]=[C:15]([CH:19]=[CH:20][CH:21]=3)[C:16]([OH:18])=[O:17])[S:12][C:8]=2[CH:7]=1.[CH3:24]O. (7) Given the product [CH3:13][O:14][C:15]1[CH:24]=[C:23]([CH:25]2[CH2:7][C:8](=[O:9])[CH2:26]2)[CH:22]=[CH:21][C:16]=1[C:17]([O:19][CH3:20])=[O:18], predict the reactants needed to synthesize it. The reactants are: P(Cl)(Cl)(Cl)=O.Cl[C:7](Cl)(Cl)[C:8](Cl)=[O:9].[CH3:13][O:14][C:15]1[CH:24]=[C:23]([CH:25]=[CH2:26])[CH:22]=[CH:21][C:16]=1[C:17]([O:19][CH3:20])=[O:18].C(=O)([O-])O.[Na+].